Dataset: Retrosynthesis with 50K atom-mapped reactions and 10 reaction types from USPTO. Task: Predict the reactants needed to synthesize the given product. (1) Given the product N#Cc1cccc(C(=O)Nc2c(Cl)c[n+]([O-])cc2Cl)c1, predict the reactants needed to synthesize it. The reactants are: N#Cc1cccc(C(=O)Nc2c(Cl)cncc2Cl)c1.O=C(OO)c1cccc(Cl)c1. (2) Given the product Oc1ccc(-n2cccn2)c(F)c1, predict the reactants needed to synthesize it. The reactants are: Oc1ccc(Br)c(F)c1.c1cn[nH]c1. (3) Given the product CC1CN(C(=O)OC(C)(C)C)CCC1=CCO, predict the reactants needed to synthesize it. The reactants are: COC(=O)C=C1CCN(C(=O)OC(C)(C)C)CC1C. (4) Given the product CN1CCN(C(=O)OC(C)(C)C)CC1=O, predict the reactants needed to synthesize it. The reactants are: CC(C)(C)OC(=O)N1CCNC(=O)C1.CI. (5) Given the product CC(C)(C)NCC(O)c1cc(F)c(N)c(C#N)c1, predict the reactants needed to synthesize it. The reactants are: CC(C)(C)NCC(=O)c1cc(F)c(N)c(C#N)c1. (6) Given the product CC(C)(C)OC(=O)N1CCC(OCCO)CC1, predict the reactants needed to synthesize it. The reactants are: CC(C)(C)OC(=O)COC1CCN(C(=O)OC(C)(C)C)CC1. (7) Given the product NNc1cc2c(nn1)CCN(C(=O)OCc1ccccc1)C2, predict the reactants needed to synthesize it. The reactants are: NN.O=C(OCc1ccccc1)N1CCc2nnc(Cl)cc2C1. (8) Given the product N#Cc1cncc(Oc2ccc(C=O)cc2F)c1, predict the reactants needed to synthesize it. The reactants are: N#Cc1cncc(O)c1.O=Cc1ccc(F)c(F)c1. (9) Given the product CN(C)c1ccc(CCBr)cc1, predict the reactants needed to synthesize it. The reactants are: BrC(Br)(Br)Br.CN(C)c1ccc(CCO)cc1. (10) Given the product Nc1nc(Cl)c(Cl)nc1OCc1cccnc1, predict the reactants needed to synthesize it. The reactants are: Nc1nc(Cl)c(Cl)nc1Cl.OCc1cccnc1.